Dataset: Forward reaction prediction with 1.9M reactions from USPTO patents (1976-2016). Task: Predict the product of the given reaction. Given the reactants [NH2:1][C:2]1[N:7]=[CH:6][N:5]=[C:4]2[N:8]([CH2:32][CH2:33][NH:34][CH2:35][CH2:36][OH:37])[N:9]=[C:10]([C:11]3[CH:16]=[CH:15][C:14]([NH:17][C:18]([C:20]4[N:21]([CH3:29])[C:22]5[C:27]([CH:28]=4)=[CH:26][CH:25]=[CH:24][CH:23]=5)=[O:19])=[C:13]([O:30][CH3:31])[CH:12]=3)[C:3]=12.[C:38]([OH:45])(=[O:44])/[CH:39]=[CH:40]\[C:41]([OH:43])=[O:42], predict the reaction product. The product is: [C:38]([OH:45])(=[O:44])/[CH:39]=[CH:40]\[C:41]([OH:43])=[O:42].[NH2:1][C:2]1[N:7]=[CH:6][N:5]=[C:4]2[N:8]([CH2:32][CH2:33][NH:34][CH2:35][CH2:36][OH:37])[N:9]=[C:10]([C:11]3[CH:16]=[CH:15][C:14]([NH:17][C:18]([C:20]4[N:21]([CH3:29])[C:22]5[C:27]([CH:28]=4)=[CH:26][CH:25]=[CH:24][CH:23]=5)=[O:19])=[C:13]([O:30][CH3:31])[CH:12]=3)[C:3]=12.